From a dataset of Forward reaction prediction with 1.9M reactions from USPTO patents (1976-2016). Predict the product of the given reaction. (1) Given the reactants [Cl:1][C:2]1[CH:3]=[C:4]([C:8]2[CH:9]=[CH:10][C:11]3[N:17]4[CH2:18][CH2:19][CH:14]([CH2:15][CH2:16]4)[N:13](C(OC(C)(C)C)=O)[C:12]=3[N:27]=2)[CH:5]=[CH:6][CH:7]=1, predict the reaction product. The product is: [Cl:1][C:2]1[CH:3]=[C:4]([C:8]2[CH:9]=[CH:10][C:11]3[N:17]4[CH2:18][CH2:19][CH:14]([CH2:15][CH2:16]4)[NH:13][C:12]=3[N:27]=2)[CH:5]=[CH:6][CH:7]=1. (2) Given the reactants Br[C:2]1[O:6][C:5]([CH3:7])=[C:4]([CH:8]=[O:9])[CH:3]=1.[CH3:10][O:11][C:12]1[CH:17]=[CH:16][C:15](B(O)O)=[C:14]([CH3:21])[CH:13]=1.C(=O)([O-])[O-].[Na+].[Na+].COCCOC, predict the reaction product. The product is: [CH3:10][O:11][C:12]1[CH:17]=[CH:16][C:15]([C:2]2[O:6][C:5]([CH3:7])=[C:4]([CH:8]=[O:9])[CH:3]=2)=[C:14]([CH3:21])[CH:13]=1. (3) Given the reactants [Cl:1][C:2]1[CH:10]=[C:9]([F:11])[C:8]2[NH:7][C:6]3[CH2:12][CH2:13][N:14]([CH3:16])[CH2:15][C:5]=3[C:4]=2[CH:3]=1.[OH-].[K+].[F:19][C:20]([F:30])([F:29])[C:21]1[CH:26]=[CH:25][C:24]([CH:27]=[CH2:28])=[CH:23][N:22]=1.O, predict the reaction product. The product is: [Cl:1][C:2]1[CH:10]=[C:9]([F:11])[C:8]2[N:7]([CH2:28][CH2:27][C:24]3[CH:23]=[N:22][C:21]([C:20]([F:30])([F:19])[F:29])=[CH:26][CH:25]=3)[C:6]3[CH2:12][CH2:13][N:14]([CH3:16])[CH2:15][C:5]=3[C:4]=2[CH:3]=1. (4) Given the reactants [C:1]([S:5][C:6]1[C:14]2[C:9](=[CH:10][CH:11]=[C:12]([CH:15]([CH3:17])[CH3:16])[CH:13]=2)[N:8]([CH2:18][C:19]2[CH:24]=[CH:23][C:22]([Cl:25])=[CH:21][CH:20]=2)[C:7]=1[CH2:26][C:27]([CH3:32])([CH3:31])[C:28]([OH:30])=[O:29])([CH3:4])([CH3:3])[CH3:2].[N+:33]([O-:43])([O:35][CH2:36][CH2:37][CH2:38][CH2:39][CH2:40][CH2:41]Br)=[O:34].O, predict the reaction product. The product is: [N+:33]([O:35][CH2:36][CH2:37][CH2:38][CH2:39][CH2:40][CH2:41][O:29][C:28](=[O:30])[C:27]([CH3:32])([CH3:31])[CH2:26][C:7]1[N:8]([CH2:18][C:19]2[CH:20]=[CH:21][C:22]([Cl:25])=[CH:23][CH:24]=2)[C:9]2[C:14]([C:6]=1[S:5][C:1]([CH3:2])([CH3:3])[CH3:4])=[CH:13][C:12]([CH:15]([CH3:17])[CH3:16])=[CH:11][CH:10]=2)([O-:43])=[O:34].